Task: Predict the reaction yield, written as a fraction of the theoretical maximum amount of product (1.0 means a 100% yield; for example, 0.34 means a 34% yield).. Dataset: Reaction yield outcomes from USPTO patents with 853,638 reactions (1) The reactants are [F:1][C:2]1[CH:7]=[CH:6][C:5]([C@@H:8]2[CH2:13][C:12](=[O:14])[CH:11]=[CH:10][NH:9]2)=[CH:4][CH:3]=1.[Li]CCCC.[Br:20][C:21]1[CH:22]=[C:23]2[C:27](=[CH:28][C:29]=1[N:30]=[C:31]=[O:32])[N:26]([S:33]([C:36]1[CH:41]=[CH:40][C:39]([CH3:42])=[CH:38][CH:37]=1)(=[O:35])=[O:34])[N:25]=[C:24]2[CH3:43]. The catalyst is C1COCC1. The product is [Br:20][C:21]1[CH:22]=[C:23]2[C:27](=[CH:28][C:29]=1[NH:30][C:31]([N:9]1[CH:10]=[CH:11][C:12](=[O:14])[CH2:13][C@H:8]1[C:5]1[CH:6]=[CH:7][C:2]([F:1])=[CH:3][CH:4]=1)=[O:32])[N:26]([S:33]([C:36]1[CH:41]=[CH:40][C:39]([CH3:42])=[CH:38][CH:37]=1)(=[O:35])=[O:34])[N:25]=[C:24]2[CH3:43]. The yield is 0.651. (2) The reactants are [O:1]=[C:2]1[C:7]2[CH:8]=[CH:9][CH:10]=[CH:11][C:6]=2[S:5][C:4]([C:12]2[N:17]=[C:16]([S:18]([CH2:20][C:21]([O:23]C(C)(C)C)=[O:22])=[O:19])[CH:15]=[CH:14][CH:13]=2)=[N:3]1.C(OC(C)C)(C)C. The catalyst is FC(F)(F)C(O)=O. The product is [O:1]=[C:2]1[C:7]2[CH:8]=[CH:9][CH:10]=[CH:11][C:6]=2[S:5][C:4]([C:12]2[N:17]=[C:16]([S:18]([CH2:20][C:21]([OH:23])=[O:22])=[O:19])[CH:15]=[CH:14][CH:13]=2)=[N:3]1. The yield is 0.790. (3) The reactants are [Cl:1][CH2:2][CH2:3][CH2:4][N:5]1[CH2:10][C:9](=O)[C:8]2[N:12]([CH3:15])[CH:13]=[CH:14][C:7]=2[S:6]1(=[O:17])=[O:16].Cl.[NH2:19][OH:20].C([O-])(=O)C.[K+]. The catalyst is CO. The product is [Cl:1][CH2:2][CH2:3][CH2:4][N:5]1[CH2:10][C:9](=[N:19][OH:20])[C:8]2[N:12]([CH3:15])[CH:13]=[CH:14][C:7]=2[S:6]1(=[O:17])=[O:16]. The yield is 0.880. (4) The reactants are C[O:2][C:3](=[O:23])[CH:4]([N:11]1[C:19]2[C:14](=[CH:15][C:16]([Br:20])=[CH:17][CH:18]=2)[C:13](=[O:21])[C:12]1=[O:22])[CH2:5][CH:6]1[CH2:10][CH2:9][CH2:8][CH2:7]1.O.[OH-].[Li+]. The catalyst is O1CCCC1.O. The product is [Br:20][C:16]1[CH:15]=[C:14]2[C:19](=[CH:18][CH:17]=1)[N:11]([CH:4]([CH2:5][CH:6]1[CH2:7][CH2:8][CH2:9][CH2:10]1)[C:3]([OH:23])=[O:2])[C:12](=[O:22])[C:13]2=[O:21]. The yield is 0.990. (5) The reactants are [OH:1][C:2]1[CH:3]=[C:4]([CH:9]=[CH:10][CH:11]=1)[C:5]([O:7][CH3:8])=[O:6].O[CH2:13][CH2:14][CH2:15][NH:16][C:17](=[O:26])[O:18][CH2:19][C:20]1[CH:25]=[CH:24][CH:23]=[CH:22][CH:21]=1.C1(P(C2C=CC=CC=2)C2C=CC=CC=2)C=CC=CC=1.N(C(OCC)=O)=NC(OCC)=O. The catalyst is C1COCC1. The product is [CH2:19]([O:18][C:17]([NH:16][CH2:15][CH2:14][CH2:13][O:1][C:2]1[CH:3]=[C:4]([CH:9]=[CH:10][CH:11]=1)[C:5]([O:7][CH3:8])=[O:6])=[O:26])[C:20]1[CH:25]=[CH:24][CH:23]=[CH:22][CH:21]=1. The yield is 0.350. (6) The reactants are C(Cl)(=O)C(Cl)=O.CS(C)=O.[OH:11][CH2:12][CH2:13][CH2:14][C:15]1[O:16][C:17]2[CH:23]=[CH:22][C:21]([C:24]([O:26][CH3:27])=[O:25])=[CH:20][C:18]=2[CH:19]=1.C(N(CC)CC)C. The catalyst is C(Cl)Cl.O. The product is [CH:12]([CH2:13][CH2:14][C:15]1[O:16][C:17]2[CH:23]=[CH:22][C:21]([C:24]([O:26][CH3:27])=[O:25])=[CH:20][C:18]=2[CH:19]=1)=[O:11]. The yield is 0.910. (7) The reactants are Br[C:2]1[CH:3]=[C:4]([C@@H:8]([NH:12][C:13](=[O:19])[O:14][C:15]([CH3:18])([CH3:17])[CH3:16])[CH2:9][CH:10]=[CH2:11])[CH:5]=[N:6][CH:7]=1.[CH3:20][N:21]1[CH:25]=[C:24]([N+:26]([O-:28])=[O:27])[CH:23]=[N:22]1.C12(P(C34CC5CC(CC(C5)C3)C4)CCCC)CC3CC(CC(C3)C1)C2.C([O-])([O-])=O.[K+].[K+].C(O)(=O)C(C)(C)C. The catalyst is O1CCOCC1.CC([O-])=O.CC([O-])=O.[Pd+2]. The product is [CH3:20][N:21]1[C:25]([C:2]2[CH:3]=[C:4]([C@@H:8]([NH:12][C:13](=[O:19])[O:14][C:15]([CH3:18])([CH3:17])[CH3:16])[CH2:9][CH:10]=[CH2:11])[CH:5]=[N:6][CH:7]=2)=[C:24]([N+:26]([O-:28])=[O:27])[CH:23]=[N:22]1. The yield is 0.740.